From a dataset of Catalyst prediction with 721,799 reactions and 888 catalyst types from USPTO. Predict which catalyst facilitates the given reaction. (1) Reactant: [CH:1]([C:4]1[CH:10]=[CH:9][CH:8]=[C:7]([CH:11]([CH3:13])[CH3:12])[C:5]=1[NH2:6])([CH3:3])[CH3:2].C(N(CC)CC)C.[Br:21][CH2:22][CH2:23][CH2:24][C:25](Br)=[O:26]. Product: [Br:21][CH2:22][CH2:23][CH2:24][C:25]([NH:6][C:5]1[C:4]([CH:1]([CH3:3])[CH3:2])=[CH:10][CH:9]=[CH:8][C:7]=1[CH:11]([CH3:13])[CH3:12])=[O:26]. The catalyst class is: 146. (2) Reactant: C([O:5][C:6]([N:8]1[CH2:11][CH:10]([N:12]2[CH2:17][CH2:16][N:15]([C:18]3[N:23]=[CH:22][CH:21]=[CH:20][N:19]=3)[C:14](=[O:24])[CH2:13]2)[CH2:9]1)=O)(C)(C)C.CCN(CC)CC.[Cl:32][C:33]1[C:34]2[CH:44]=[CH:43][C:42]([C:45]([F:48])([F:47])[F:46])=[CH:41][C:35]=2[S:36][C:37]=1C(Cl)=O.ClC1C2C=CC(C(F)(F)F)=CC=2SC=1C(O)=O. Product: [Cl:32][C:33]1[C:34]2[CH:44]=[CH:43][C:42]([C:45]([F:47])([F:46])[F:48])=[CH:41][C:35]=2[S:36][C:37]=1[C:6]([N:8]1[CH2:9][CH:10]([N:12]2[CH2:17][CH2:16][N:15]([C:18]3[N:19]=[CH:20][CH:21]=[CH:22][N:23]=3)[C:14](=[O:24])[CH2:13]2)[CH2:11]1)=[O:5]. The catalyst class is: 157. (3) Reactant: [O:1]1[C:6]2([CH2:11][CH2:10][N:9]([C:12]([O:14][C:15]([CH3:18])([CH3:17])[CH3:16])=[O:13])[CH2:8][CH2:7]2)[CH2:5][NH:4][CH2:3][CH2:2]1.C(=O)([O-])[O-].[K+].[K+].[CH3:25][O:26][C:27](=[O:39])[CH2:28][C:29]1[CH:34]=[CH:33][CH:32]=[C:31]([O:35][CH2:36][CH2:37]Br)[CH:30]=1.O. Product: [CH3:25][O:26][C:27](=[O:39])[CH2:28][C:29]1[CH:30]=[C:31]([CH:32]=[CH:33][CH:34]=1)[O:35][CH2:36][CH2:37][N:4]1[CH2:5][C:6]2([CH2:11][CH2:10][N:9]([C:12]([O:14][C:15]([CH3:18])([CH3:17])[CH3:16])=[O:13])[CH2:8][CH2:7]2)[O:1][CH2:2][CH2:3]1. The catalyst class is: 9. (4) Reactant: [H-].[Na+].[CH2:3]([OH:5])[CH3:4].Cl[C:7]1[CH:12]=[CH:11][N+:10]([O-:13])=[C:9]([CH3:14])[C:8]=1[CH3:15]. Product: [CH2:3]([O:5][C:7]1[CH:12]=[CH:11][N+:10]([O-:13])=[C:9]([CH3:14])[C:8]=1[CH3:15])[CH3:4]. The catalyst class is: 58.